From a dataset of Forward reaction prediction with 1.9M reactions from USPTO patents (1976-2016). Predict the product of the given reaction. (1) Given the reactants [NH:1]1[C:5]2=[N:6][CH:7]=[CH:8][CH:9]=[C:4]2[C:3]([CH:10]=[C:11]([C:15]2[CH:20]=[CH:19][CH:18]=[CH:17][CH:16]=2)[C:12](O)=[O:13])=[CH:2]1.C([N:24](CC)C(C)C)(C)C.[NH4+].ON1C2C=CC=CC=2N=N1.CN(C)CCCN=C=NCC, predict the reaction product. The product is: [NH:1]1[C:5]2=[N:6][CH:7]=[CH:8][CH:9]=[C:4]2[C:3]([CH:10]=[C:11]([C:15]2[CH:20]=[CH:19][CH:18]=[CH:17][CH:16]=2)[C:12]([NH2:24])=[O:13])=[CH:2]1. (2) Given the reactants C1(C(O)=O)C2C3C=CC=CC=3OC=2C=CC=1.C[O:18][C:19]([C:21]1[C:26]2[O:27][C:28]3[CH:33]=[CH:32][CH:31]=[CH:30][C:29]=3[C:25]=2[CH:24]=[CH:23][CH:22]=1)=O.O.[NH2:35][NH2:36], predict the reaction product. The product is: [CH:24]1[C:25]2[C:29]3[CH:30]=[CH:31][CH:32]=[CH:33][C:28]=3[O:27][C:26]=2[C:21]([C:19]([NH:35][NH2:36])=[O:18])=[CH:22][CH:23]=1. (3) Given the reactants [CH:1]1([C:6]([C:8]2[CH:13]=[CH:12][CH:11]=[CH:10][C:9]=2F)=O)[CH2:5][CH2:4][CH2:3][CH2:2]1.[NH2:15][NH2:16], predict the reaction product. The product is: [CH:1]1([C:6]2[C:8]3[C:9](=[CH:10][CH:11]=[CH:12][CH:13]=3)[NH:16][N:15]=2)[CH2:5][CH2:4][CH2:3][CH2:2]1. (4) Given the reactants [C:1]1([C@H:11]([NH:13][CH2:14][C@@H:15]2[C@@H:19]([C:20]3[CH:25]=[CH:24][CH:23]=[CH:22][CH:21]=3)[CH2:18][N:17]([C:26](=[O:31])[C:27]([F:30])([F:29])[F:28])[CH2:16]2)[CH3:12])[C:10]2[C:5](=[CH:6][CH:7]=[CH:8][CH:9]=2)[CH:4]=[CH:3][CH:2]=1.[ClH:32].C(OCC)(=O)C, predict the reaction product. The product is: [ClH:32].[C:1]1([C@H:11]([NH:13][CH2:14][C@@H:15]2[C@@H:19]([C:20]3[CH:21]=[CH:22][CH:23]=[CH:24][CH:25]=3)[CH2:18][N:17]([C:26](=[O:31])[C:27]([F:28])([F:29])[F:30])[CH2:16]2)[CH3:12])[C:10]2[C:5](=[CH:6][CH:7]=[CH:8][CH:9]=2)[CH:4]=[CH:3][CH:2]=1.